This data is from Forward reaction prediction with 1.9M reactions from USPTO patents (1976-2016). The task is: Predict the product of the given reaction. (1) Given the reactants Cl[C:2]1[CH:7]=[C:6]([NH:8][C:9]2[CH:10]=[CH:11][CH:12]=[C:13]3[C:18]=2[C:17](=[O:19])[N:16]([CH3:20])[CH2:15][CH2:14]3)[C:5]([Cl:21])=[CH:4][N:3]=1.[NH2:22][C:23]1[C:24]([CH3:31])=[N:25][N:26]([CH2:28][CH2:29][OH:30])[CH:27]=1.CCOC(C)=O, predict the reaction product. The product is: [Cl:21][C:5]1[C:6]([NH:8][C:9]2[CH:10]=[CH:11][CH:12]=[C:13]3[C:18]=2[C:17](=[O:19])[N:16]([CH3:20])[CH2:15][CH2:14]3)=[CH:7][C:2]([NH:22][C:23]2[C:24]([CH3:31])=[N:25][N:26]([CH2:28][CH2:29][OH:30])[CH:27]=2)=[N:3][CH:4]=1. (2) Given the reactants [O:1]1[CH2:5][CH2:4][CH:3]([OH:6])[CH2:2]1.[CH3:7][C:8]1[CH:13]=[CH:12][C:11]([S:14](Cl)(=[O:16])=[O:15])=[CH:10][CH:9]=1, predict the reaction product. The product is: [CH3:7][C:8]1[CH:13]=[CH:12][C:11]([S:14]([O:6][CH:3]2[CH2:4][CH2:5][O:1][CH2:2]2)(=[O:16])=[O:15])=[CH:10][CH:9]=1.